Dataset: Forward reaction prediction with 1.9M reactions from USPTO patents (1976-2016). Task: Predict the product of the given reaction. Given the reactants [CH3:1][O:2][C:3]1[CH:13]=[C:12]([B:14]2[O:18]C(C)(C)C(C)(C)[O:15]2)[CH:11]=[CH:10][C:4]=1[C:5]([O:7][CH2:8][CH3:9])=[O:6].CO.I([O-])(=O)(=O)=O.[Na+].Cl, predict the reaction product. The product is: [CH2:8]([O:7][C:5]([C:4]1[CH:10]=[CH:11][C:12]([B:14]([OH:15])[OH:18])=[CH:13][C:3]=1[O:2][CH3:1])=[O:6])[CH3:9].